Dataset: NCI-60 drug combinations with 297,098 pairs across 59 cell lines. Task: Regression. Given two drug SMILES strings and cell line genomic features, predict the synergy score measuring deviation from expected non-interaction effect. (1) Drug 1: C1=CN(C=N1)CC(O)(P(=O)(O)O)P(=O)(O)O. Drug 2: CC1CCCC2(C(O2)CC(NC(=O)CC(C(C(=O)C(C1O)C)(C)C)O)C(=CC3=CSC(=N3)C)C)C. Cell line: HOP-92. Synergy scores: CSS=14.4, Synergy_ZIP=-6.98, Synergy_Bliss=-1.07, Synergy_Loewe=0.997, Synergy_HSA=1.28. (2) Drug 1: C1=CC(=CC=C1C#N)C(C2=CC=C(C=C2)C#N)N3C=NC=N3. Drug 2: CNC(=O)C1=NC=CC(=C1)OC2=CC=C(C=C2)NC(=O)NC3=CC(=C(C=C3)Cl)C(F)(F)F. Cell line: HCT-15. Synergy scores: CSS=-2.26, Synergy_ZIP=-0.850, Synergy_Bliss=-6.47, Synergy_Loewe=-9.97, Synergy_HSA=-9.97. (3) Drug 1: CC1C(C(CC(O1)OC2CC(CC3=C2C(=C4C(=C3O)C(=O)C5=C(C4=O)C(=CC=C5)OC)O)(C(=O)CO)O)N)O.Cl. Drug 2: CC12CCC3C(C1CCC2OP(=O)(O)O)CCC4=C3C=CC(=C4)OC(=O)N(CCCl)CCCl.[Na+]. Cell line: DU-145. Synergy scores: CSS=2.64, Synergy_ZIP=-3.31, Synergy_Bliss=2.05, Synergy_Loewe=-0.275, Synergy_HSA=-0.281.